This data is from Reaction yield outcomes from USPTO patents with 853,638 reactions. The task is: Predict the reaction yield, written as a fraction of the theoretical maximum amount of product (1.0 means a 100% yield; for example, 0.34 means a 34% yield). (1) The reactants are N12[CH2:8][CH2:7][CH:4](CC1)[C@@H:3]([O:9][C:10](=[O:26])[C@H:11]([NH:18][C:19]1[CH:24]=[CH:23][C:22]([F:25])=[CH:21][CH:20]=1)[C:12]1[CH:17]=[CH:16][CH:15]=[CH:14][CH:13]=1)C2.[Cl:27][CH2:28][C:29]([C:31]1[S:32][CH:33]=[CH:34][CH:35]=1)=[O:30]. The catalyst is CC#N. The product is [Cl-:27].[F:25][C:22]1[CH:21]=[CH:20][C:19]([NH:18][CH:11]([C:12]2[CH:13]=[CH:14][CH:15]=[CH:16][CH:17]=2)[C:10](=[O:26])[O:9][C@@H:3]2[CH2:4][CH:7]3[CH2:8][CH2:19][N+:18]2([CH2:28][C:29](=[O:30])[C:31]2[S:32][CH:33]=[CH:34][CH:35]=2)[CH2:11][CH2:10]3)=[CH:24][CH:23]=1. The yield is 0.360. (2) The catalyst is O1CCCC1. The yield is 0.190. The product is [C:19]([O:23][C:24]([N:26]1[CH2:33][CH2:32][C:29]([CH2:30][F:1])([OH:31])[CH2:28][CH2:27]1)=[O:25])([CH3:22])([CH3:21])[CH3:20]. The reactants are [F-:1].C([N+](CCCC)(CCCC)CCCC)CCC.[C:19]([O:23][C:24]([N:26]1[CH2:33][CH2:32][C:29]2([O:31][CH2:30]2)[CH2:28][CH2:27]1)=[O:25])([CH3:22])([CH3:21])[CH3:20]. (3) The reactants are [Br:1][C:2]1[CH:3]=[N:4][NH:5][CH:6]=1.[C:7](Cl)([Cl:9])=[O:8].Cl.Cl.[NH2:13][C@@H:14]1[CH:19]2[CH2:20][CH2:21][N:16]([CH2:17][CH2:18]2)[CH2:15]1.[OH-].[Na+]. The catalyst is CCOC(C)=O.C1COCC1. The product is [ClH:9].[N:16]12[CH2:21][CH2:20][CH:19]([CH2:18][CH2:17]1)[C@@H:14]([NH:13][C:7]([N:4]1[CH:3]=[C:2]([Br:1])[CH:6]=[N:5]1)=[O:8])[CH2:15]2. The yield is 0.250. (4) The reactants are [CH2:1]([O:8][C:9]1[CH:18]=[C:17]2[C:12]([C:13](O)=[CH:14][CH:15]=[N:16]2)=[CH:11][C:10]=1[O:20][CH3:21])[C:2]1[CH:7]=[CH:6][CH:5]=[CH:4][CH:3]=1.C(=O)([O-])[O-].[Na+].[Na+].C(=O)(O)[O-].[Na+].P(Cl)(Cl)([Cl:35])=O. No catalyst specified. The product is [CH2:1]([O:8][C:9]1[CH:18]=[C:17]2[C:12]([C:13]([Cl:35])=[CH:14][CH:15]=[N:16]2)=[CH:11][C:10]=1[O:20][CH3:21])[C:2]1[CH:7]=[CH:6][CH:5]=[CH:4][CH:3]=1. The yield is 0.950. (5) The reactants are [CH3:1][S:2]([C:5]1[CH:10]=[CH:9][C:8](F)=[CH:7][CH:6]=1)(=[O:4])=[O:3].C([O-])([O-])=O.[Cs+].[Cs+].[CH3:18][O:19][C:20]([C:22]1[CH:23]=[C:24]([OH:32])[CH:25]=[C:26]2[O:30][CH:29]([CH3:31])[CH2:28][C:27]=12)=[O:21]. The catalyst is CN(C=O)C. The product is [CH3:18][O:19][C:20]([C:22]1[CH:23]=[C:24]([O:32][C:8]2[CH:9]=[CH:10][C:5]([S:2]([CH3:1])(=[O:4])=[O:3])=[CH:6][CH:7]=2)[CH:25]=[C:26]2[O:30][CH:29]([CH3:31])[CH2:28][C:27]=12)=[O:21]. The yield is 0.550. (6) The reactants are O.C1(C)C=CC(S(O)(=O)=O)=CC=1.Cl.[CH3:14][C:15]1[CH:16]=[C:17]([NH:22]N)[CH:18]=[C:19]([CH3:21])[CH:20]=1.[C:24]([O:29][CH2:30][CH3:31])(=[O:28])[C:25]([CH3:27])=O.O. The catalyst is C1C=CC=CC=1.O.C1(C)C=CC(S(O)(=O)=O)=CC=1. The product is [CH2:30]([O:29][C:24]([C:25]1[NH:22][C:17]2[C:16]([CH:27]=1)=[C:15]([CH3:14])[CH:20]=[C:19]([CH3:21])[CH:18]=2)=[O:28])[CH3:31]. The yield is 0.820. (7) The reactants are [CH3:1][N:2](C=O)C.[Br:6][C:7]1[CH:15]=[C:14]([F:16])[CH:13]=[C:12]([N:17]2[CH2:28][CH2:27][N:26]3[C:19](=[CH:20][C:21]4[CH2:22][C:23]([CH3:30])([CH3:29])[CH2:24][C:25]=43)[C:18]2=[O:31])[C:8]=1[C:9]([OH:11])=O.CN(C(ON1N=NC2C=CC=NC1=2)=[N+](C)C)C.F[P-](F)(F)(F)(F)F.CN.Cl. The catalyst is CN(C1C=CN=CC=1)C.C(N(CC)CC)C. The product is [Br:6][C:7]1[CH:15]=[C:14]([F:16])[CH:13]=[C:12]([N:17]2[CH2:28][CH2:27][N:26]3[C:19](=[CH:20][C:21]4[CH2:22][C:23]([CH3:30])([CH3:29])[CH2:24][C:25]=43)[C:18]2=[O:31])[C:8]=1[C:9]([NH:2][CH3:1])=[O:11]. The yield is 0.700. (8) The reactants are C=CC(O)=O.C(O)C(N)(CO)CO.Cl.COC(C1C=CC(O)=CC=1)=O.[CH:26]1[N:30]([CH2:31][O:32][CH:33]([CH2:36][OH:37])[CH2:34][OH:35])[C:29]2[N:38]=[C:39]([NH2:43])[N:40]=[C:41]([O-:42])[C:28]=2[N:27]=1.[Na+]. No catalyst specified. The product is [CH:26]1[N:30]([CH2:31][O:32][CH:33]([CH2:36][OH:37])[CH2:34][OH:35])[C:29]2[N:38]=[C:39]([NH2:43])[N:40]=[C:41]([OH:42])[C:28]=2[N:27]=1. The yield is 0.0200. (9) The reactants are [Cl:1][C:2]1[CH:21]=[CH:20][C:5]([CH2:6][N:7]2[C:12]([S:13][CH2:14][CH3:15])=[N:11][C:10](=O)[N:9]([CH2:17][CH3:18])[C:8]2=[O:19])=[CH:4][CH:3]=1.COC1C=CC(P2(SP(C3C=CC(OC)=CC=3)(=S)S2)=[S:31])=CC=1.C(OCC)(=O)C. The catalyst is C1(C)C=CC=CC=1. The product is [Cl:1][C:2]1[CH:21]=[CH:20][C:5]([CH2:6][N:7]2[C:12]([S:13][CH2:14][CH3:15])=[N:11][C:10](=[S:31])[N:9]([CH2:17][CH3:18])[C:8]2=[O:19])=[CH:4][CH:3]=1. The yield is 0.880.